Dataset: Full USPTO retrosynthesis dataset with 1.9M reactions from patents (1976-2016). Task: Predict the reactants needed to synthesize the given product. (1) Given the product [CH2:25]([O:1][C:2]1[CH:3]=[C:4]([CH:8]([C:11]([O:13][C:14]([CH3:17])([CH3:16])[CH3:15])=[O:12])[CH2:9][NH2:10])[CH:5]=[CH:6][CH:7]=1)[CH2:26][CH2:27][CH3:28], predict the reactants needed to synthesize it. The reactants are: [OH:1][C:2]1[CH:3]=[C:4]([CH:8]([C:11]([O:13][C:14]([CH3:17])([CH3:16])[CH3:15])=[O:12])[CH2:9][NH2:10])[CH:5]=[CH:6][CH:7]=1.C([O-])([O-])=O.[K+].[K+].Br[CH2:25][CH2:26][CH2:27][CH3:28]. (2) Given the product [ClH:1].[Cl:1][C:2]1[CH:3]=[C:4]([O:22][CH2:23][C:24]2[C:29]([F:30])=[CH:28][CH:27]=[CH:26][C:25]=2[F:31])[C:5]2[N:6]([C:8]([C:12]([NH:14][C@H:15]([CH2:18][CH2:19][CH2:20][CH3:21])[CH2:16][Cl:34])=[O:13])=[C:9]([CH3:11])[N:10]=2)[CH:7]=1, predict the reactants needed to synthesize it. The reactants are: [Cl:1][C:2]1[CH:3]=[C:4]([O:22][CH2:23][C:24]2[C:29]([F:30])=[CH:28][CH:27]=[CH:26][C:25]=2[F:31])[C:5]2[N:6]([C:8]([C:12]([NH:14][C@H:15]([CH2:18][CH2:19][CH2:20][CH3:21])[CH2:16]O)=[O:13])=[C:9]([CH3:11])[N:10]=2)[CH:7]=1.S(Cl)([Cl:34])=O. (3) Given the product [CH3:14][CH:12]([CH3:13])[C@@H:11]([O:10][C:5](=[O:9])[CH:6]([CH3:7])[CH3:8])[O:15][C:16]([NH:38][CH2:37][C@@H:32]([C:31]1[CH:26]=[CH:27][C:28]([Cl:39])=[CH:29][CH:30]=1)[CH2:33][C:34]([OH:36])=[O:35])=[O:18], predict the reactants needed to synthesize it. The reactants are: C(=O)([O-])[O-].[C:5]([O:10][C@@H:11]([O:15][C:16]([O:18]C1CC(=O)NC1=O)=O)[CH:12]([CH3:14])[CH3:13])(=[O:9])[CH:6]([CH3:8])[CH3:7].[CH:26]1[C:31]([C@H:32]([CH2:37][NH2:38])[CH2:33][C:34]([OH:36])=[O:35])=[CH:30][CH:29]=[C:28]([Cl:39])[CH:27]=1. (4) Given the product [OH:6]/[C:4](/[CH3:5])=[CH:3]\[C:11](=[O:12])[CH2:10][CH:9]([O:15][CH3:16])[O:8][CH3:7], predict the reactants needed to synthesize it. The reactants are: [H-].[Na+].[CH3:3][C:4](=[O:6])[CH3:5].[CH3:7][O:8][CH:9]([O:15][CH3:16])[CH2:10][C:11](OC)=[O:12].OS(O)(=O)=O.